Dataset: TCR-epitope binding with 47,182 pairs between 192 epitopes and 23,139 TCRs. Task: Binary Classification. Given a T-cell receptor sequence (or CDR3 region) and an epitope sequence, predict whether binding occurs between them. The epitope is NEGVKAAW. The TCR CDR3 sequence is CASSLGQLEAFF. Result: 1 (the TCR binds to the epitope).